Dataset: Peptide-MHC class II binding affinity with 134,281 pairs from IEDB. Task: Regression. Given a peptide amino acid sequence and an MHC pseudo amino acid sequence, predict their binding affinity value. This is MHC class II binding data. (1) The peptide sequence is QQGVTVDSIGML. The MHC is DRB1_0701 with pseudo-sequence DRB1_0701. The binding affinity (normalized) is 0.473. (2) The peptide sequence is YDKFLANVSTVLIGK. The MHC is DRB1_1302 with pseudo-sequence DRB1_1302. The binding affinity (normalized) is 0.863.